From a dataset of Catalyst prediction with 721,799 reactions and 888 catalyst types from USPTO. Predict which catalyst facilitates the given reaction. (1) Reactant: CCN(C(C)C)C(C)C.[CH3:22][C:21]([O:20][C:18](O[C:18]([O:20][C:21]([CH3:24])([CH3:23])[CH3:22])=[O:19])=[O:19])([CH3:24])[CH3:23].[Br:25][C:26]1[C:34]2[C:29](=[CH:30][C:31]([O:35][Si:36]([C:39]([CH3:42])([CH3:41])[CH3:40])([CH3:38])[CH3:37])=[CH:32][CH:33]=2)[NH:28][C:27]=1[C:43]([O:45][CH3:46])=[O:44]. Product: [Br:25][C:26]1[C:34]2[C:29](=[CH:30][C:31]([O:35][Si:36]([C:39]([CH3:41])([CH3:42])[CH3:40])([CH3:37])[CH3:38])=[CH:32][CH:33]=2)[N:28]([C:18]([O:20][C:21]([CH3:22])([CH3:23])[CH3:24])=[O:19])[C:27]=1[C:43]([O:45][CH3:46])=[O:44]. The catalyst class is: 251. (2) Reactant: [Br:1][C:2]1[CH:3]=[C:4]2[C:9](=[CH:10][C:11]=1[CH2:12][N:13]1[CH2:18][CH2:17][NH:16][CH2:15][CH2:14]1)[N:8]=[CH:7][N:6]([CH2:19][C:20]1[CH:25]=[C:24]([Cl:26])[CH:23]=[CH:22][C:21]=1[S:27]([CH2:30][CH3:31])(=[O:29])=[O:28])[C:5]2=[O:32].[C:33]1(=O)[CH2:36][CH2:35][CH2:34]1. Product: [Br:1][C:2]1[CH:3]=[C:4]2[C:9](=[CH:10][C:11]=1[CH2:12][N:13]1[CH2:14][CH2:15][N:16]([CH:33]3[CH2:36][CH2:35][CH2:34]3)[CH2:17][CH2:18]1)[N:8]=[CH:7][N:6]([CH2:19][C:20]1[CH:25]=[C:24]([Cl:26])[CH:23]=[CH:22][C:21]=1[S:27]([CH2:30][CH3:31])(=[O:28])=[O:29])[C:5]2=[O:32]. The catalyst class is: 13.